From a dataset of Full USPTO retrosynthesis dataset with 1.9M reactions from patents (1976-2016). Predict the reactants needed to synthesize the given product. Given the product [CH3:14][O:15][C:16]1[CH:17]=[CH:18][C:19]([O:22][C:23]2[CH:30]=[CH:29][C:26]([CH2:27][NH:28][C:4](=[O:6])[C:3]3[CH:7]=[CH:8][C:9]([CH2:11][O:12][CH3:13])=[N:10][C:2]=3[NH2:1])=[CH:25][CH:24]=2)=[CH:20][CH:21]=1, predict the reactants needed to synthesize it. The reactants are: [NH2:1][C:2]1[N:10]=[C:9]([CH2:11][O:12][CH3:13])[CH:8]=[CH:7][C:3]=1[C:4]([OH:6])=O.[CH3:14][O:15][C:16]1[CH:21]=[CH:20][C:19]([O:22][C:23]2[CH:30]=[CH:29][C:26]([CH2:27][NH2:28])=[CH:25][CH:24]=2)=[CH:18][CH:17]=1.CN([P+](ON1N=NC2C=CC=CC1=2)(N(C)C)N(C)C)C.F[P-](F)(F)(F)(F)F.C(=O)(O)[O-].[Na+].